Task: Predict the reaction yield, written as a fraction of the theoretical maximum amount of product (1.0 means a 100% yield; for example, 0.34 means a 34% yield).. Dataset: Reaction yield outcomes from USPTO patents with 853,638 reactions (1) The reactants are [OH:1][C:2]1[CH:9]=[C:8]([O:10][CH2:11][O:12][CH3:13])[CH:7]=[CH:6][C:3]=1[CH:4]=[O:5].C(=O)([O-])[O-].[K+].[K+].CN(C)C=O.[CH2:25](Br)[C:26]1[CH:31]=[CH:30][CH:29]=[CH:28][CH:27]=1. The catalyst is O. The product is [CH2:25]([O:1][C:2]1[CH:9]=[C:8]([O:10][CH2:11][O:12][CH3:13])[CH:7]=[CH:6][C:3]=1[CH:4]=[O:5])[C:26]1[CH:31]=[CH:30][CH:29]=[CH:28][CH:27]=1. The yield is 0.990. (2) The reactants are [C:1]([Si:5]([CH3:33])([CH3:32])[O:6][CH:7]([C:26]1[CH:31]=[CH:30][CH:29]=[CH:28][CH:27]=1)[C:8]([C:10]1[CH:25]=[CH:24][C:13]2[N:14]=[C:15](Cl)[N:16]([S:17]([CH:20]([CH3:22])[CH3:21])(=[O:19])=[O:18])[C:12]=2[CH:11]=1)=[O:9])([CH3:4])([CH3:3])[CH3:2].[CH2:34]([NH2:41])[C:35]1[CH:40]=[CH:39][CH:38]=[CH:37][CH:36]=1.O.C(Cl)Cl. The catalyst is C1COCC1. The product is [CH2:34]([NH:41][C:15]1[N:16]([S:17]([CH:20]([CH3:22])[CH3:21])(=[O:19])=[O:18])[C:12]2[CH:11]=[C:10]([C:8](=[O:9])[CH:7]([O:6][Si:5]([C:1]([CH3:4])([CH3:3])[CH3:2])([CH3:33])[CH3:32])[C:26]3[CH:31]=[CH:30][CH:29]=[CH:28][CH:27]=3)[CH:25]=[CH:24][C:13]=2[N:14]=1)[C:35]1[CH:40]=[CH:39][CH:38]=[CH:37][CH:36]=1. The yield is 0.800. (3) The reactants are [CH2:1]([C:5]1[N:6]=[C:7]([CH3:27])[NH:8][C:9](=[O:26])[C:10]=1[CH2:11][C:12]1[CH:17]=[CH:16][C:15]([C:18]2[C:19]([C:24]#[N:25])=[CH:20][CH:21]=[CH:22][CH:23]=2)=[CH:14][CH:13]=1)[CH2:2][CH2:3][CH3:4].[H-].[Na+].Br[CH2:31][CH2:32][C:33]1[CH:38]=[CH:37][C:36]([O:39][CH3:40])=[CH:35][CH:34]=1.[Cl-].O[NH3+:43].[C:44](=[O:47])([O-])[OH:45].[Na+]. The catalyst is C(OCC)(=O)C.CS(C)=O.CN(C)C=O. The product is [CH2:1]([C:5]1[N:6]=[C:7]([CH3:27])[N:8]([CH2:31][CH2:32][C:33]2[CH:38]=[CH:37][C:36]([O:39][CH3:40])=[CH:35][CH:34]=2)[C:9](=[O:26])[C:10]=1[CH2:11][C:12]1[CH:17]=[CH:16][C:15]([C:18]2[CH:23]=[CH:22][CH:21]=[CH:20][C:19]=2[C:24]2[NH:43][C:44](=[O:47])[O:45][N:25]=2)=[CH:14][CH:13]=1)[CH2:2][CH2:3][CH3:4]. The yield is 0.170.